From a dataset of Catalyst prediction with 721,799 reactions and 888 catalyst types from USPTO. Predict which catalyst facilitates the given reaction. (1) Reactant: [CH3:1][N:2]([C:4]([N:6]=[C:7]([NH2:9])[NH2:8])=[NH:5])[CH3:3].Cl.[C:11]([OH:14])(=[O:13])[CH3:12].[OH-].[K+]. Product: [CH3:1][N:2]([C:4]([NH:6][C:7]([NH2:9])=[NH:8])=[NH:5])[CH3:3].[C:11]([O-:14])(=[O:13])[CH3:12]. The catalyst class is: 6. (2) Reactant: CCC(C)[BH-](C(C)CC)C(C)CC.[Li+].[Br:15][C:16]1[CH:21]=[CH:20][C:19]([N:22]2[C:30]3[C:25](=[CH:26][C:27]([O:31]C)=[CH:28][CH:29]=3)[CH:24]=[CH:23]2)=[CH:18][CH:17]=1. Product: [Br:15][C:16]1[CH:21]=[CH:20][C:19]([N:22]2[C:30]3[C:25](=[CH:26][C:27]([OH:31])=[CH:28][CH:29]=3)[CH:24]=[CH:23]2)=[CH:18][CH:17]=1. The catalyst class is: 1. (3) Reactant: [CH3:1][O:2][C:3]1[CH:4]=[C:5]2[C:10](=[CH:11][C:12]=1[O:13][CH3:14])[N:9]=[CH:8][CH:7]=[C:6]2[O:15][C:16]1[CH:21]=[CH:20][C:19]([N:22]2[C:26](=[O:27])[CH2:25][CH:24]([C:28]([O:30]C)=[O:29])[CH2:23]2)=[CH:18][CH:17]=1.[OH-].[Na+]. Product: [CH3:1][O:2][C:3]1[CH:4]=[C:5]2[C:10](=[CH:11][C:12]=1[O:13][CH3:14])[N:9]=[CH:8][CH:7]=[C:6]2[O:15][C:16]1[CH:17]=[CH:18][C:19]([N:22]2[C:26](=[O:27])[CH2:25][CH:24]([C:28]([OH:30])=[O:29])[CH2:23]2)=[CH:20][CH:21]=1. The catalyst class is: 92. (4) Reactant: [NH2:1][CH:2]([C:5]1([C:12]([F:15])([F:14])[F:13])[CH2:10][CH2:9][CH:8]([OH:11])[CH2:7][CH2:6]1)[CH2:3][CH3:4].C1(P(C2C=CC=CC=2)C2C=CC=CC=2)C=CC=CC=1.C(N(CC)C(C)C)(C)C.[Cl:44][C:45]1[CH:54]=[C:53]2[C:48]([CH:49]=[CH:50][N:51]=[C:52]2[O:55][CH3:56])=[CH:47][C:46]=1O.N(C(OCC)=O)=NC(OCC)=O. Product: [CH2:52]([O:55][CH3:56])[CH2:53][CH2:48][CH3:47].[CH3:4][CH2:3][CH2:2][CH2:5][CH2:6][CH2:7][CH3:8].[Cl:44][C:45]1[CH:54]=[C:53]2[C:48]([CH:49]=[CH:50][N:51]=[C:52]2[O:55][CH3:56])=[CH:47][C:46]=1[O:11][CH:8]1[CH2:9][CH2:10][C:5]([CH:2]([NH2:1])[CH2:3][CH3:4])([C:12]([F:13])([F:14])[F:15])[CH2:6][CH2:7]1. The catalyst class is: 168. (5) Reactant: C(OC([N:8]([C:19]1[CH:20]=[C:21]([CH:25]([O:29][P:30]([CH:33]([NH:37][C:38]([O:40][CH2:41][C:42]2[CH:47]=[CH:46][CH:45]=[CH:44][CH:43]=2)=[O:39])[CH:34]([CH3:36])[CH3:35])([OH:32])=[O:31])[C:26]([OH:28])=[O:27])[CH:22]=[CH:23][CH:24]=1)[C:9]([NH2:18])=[N:10]C(OC(C)(C)C)=O)=O)(C)(C)C.C(O)(C(F)(F)F)=O. Product: [NH:8]([C:19]1[CH:20]=[C:21]([CH:25]([O:29][P:30]([CH:33]([NH:37][C:38]([O:40][CH2:41][C:42]2[CH:43]=[CH:44][CH:45]=[CH:46][CH:47]=2)=[O:39])[CH:34]([CH3:35])[CH3:36])([OH:32])=[O:31])[C:26]([OH:28])=[O:27])[CH:22]=[CH:23][CH:24]=1)[C:9]([NH2:18])=[NH:10]. The catalyst class is: 2. (6) Reactant: C[Si]([N-][Si](C)(C)C)(C)C.[Li+].[F:11][C:12]1[CH:13]=[C:14]([CH:16]=[C:17]([F:19])[CH:18]=1)[NH2:15].Cl[C:21]([O:23][CH:24]([CH3:26])[CH3:25])=[O:22]. Product: [F:11][C:12]1[CH:13]=[C:14]([NH:15][C:21](=[O:22])[O:23][CH:24]([CH3:26])[CH3:25])[CH:16]=[C:17]([F:19])[CH:18]=1. The catalyst class is: 116. (7) Reactant: [NH2:1][CH2:2][CH2:3][N:4]1[C:8]([CH3:10])([CH3:9])[C:7](=[O:11])[NH:6][C:5]1=[O:12].[ClH:13].[N:14]1([C:19](N)=[NH:20])C=CC=N1. Product: [ClH:13].[CH3:10][C:8]1([CH3:9])[N:4]([CH2:3][CH2:2][NH:1][C:19]([NH2:20])=[NH:14])[C:5](=[O:12])[NH:6][C:7]1=[O:11]. The catalyst class is: 23. (8) Reactant: [CH3:1][O:2][CH2:3][C:4]1[CH:13]=[C:12]([N:14]2[CH:18]=[CH:17][N:16]=[C:15]2[CH:19]2[CH2:23][CH2:22][O:21][CH2:20]2)[C:11]([N+:24]([O-])=O)=[CH:10][C:5]=1[C:6]([O:8][CH3:9])=[O:7].[Cl-].[NH4+].O1CCCC1.CO. Product: [NH2:24][C:11]1[C:12]([N:14]2[CH:18]=[CH:17][N:16]=[C:15]2[CH:19]2[CH2:23][CH2:22][O:21][CH2:20]2)=[CH:13][C:4]([CH2:3][O:2][CH3:1])=[C:5]([CH:10]=1)[C:6]([O:8][CH3:9])=[O:7]. The catalyst class is: 6.